This data is from Reaction yield outcomes from USPTO patents with 853,638 reactions. The task is: Predict the reaction yield, written as a fraction of the theoretical maximum amount of product (1.0 means a 100% yield; for example, 0.34 means a 34% yield). (1) The reactants are [F:1][C:2]1[CH:7]=[CH:6][C:5]([C@@H:8]([CH:13]2[CH2:18][CH2:17][O:16][CH2:15][CH2:14]2)[CH2:9][C:10]([OH:12])=O)=[CH:4][CH:3]=1.S(Cl)(Cl)=O.[H-].[Na+].[C:25]1([C@H:31]2[CH2:35][O:34][C:33](=[O:36])[NH:32]2)[CH:30]=[CH:29][CH:28]=[CH:27][CH:26]=1. The catalyst is C1COCC1. The product is [F:1][C:2]1[CH:3]=[CH:4][C:5]([C@@H:8]([CH:13]2[CH2:18][CH2:17][O:16][CH2:15][CH2:14]2)[CH2:9][C:10]([N:32]2[C@@H:31]([C:25]3[CH:30]=[CH:29][CH:28]=[CH:27][CH:26]=3)[CH2:35][O:34][C:33]2=[O:36])=[O:12])=[CH:6][CH:7]=1. The yield is 0.470. (2) The reactants are Cl[C:2]1[C:11]2[C:6](=[CH:7][CH:8]=[CH:9][CH:10]=2)[N:5]=[C:4]([C:12]2[CH:17]=[CH:16][CH:15]=[CH:14][C:13]=2[F:18])[C:3]=1[F:19].C([Li])CCC.[I:25]I. The catalyst is O1CCCC1.O. The product is [F:19][C:3]1[C:4]([C:12]2[CH:17]=[CH:16][CH:15]=[CH:14][C:13]=2[F:18])=[N:5][C:6]2[C:11]([C:2]=1[I:25])=[CH:10][CH:9]=[CH:8][CH:7]=2. The yield is 0.840. (3) The reactants are [F:1][C:2]([F:26])([F:25])[C:3]1[N:7]2[N:8]=[C:9]([N:12]3[CH2:17][CH2:16][N:15]([C:18]([O:20][C:21]([CH3:24])([CH3:23])[CH3:22])=[O:19])[CH2:14][CH2:13]3)[CH:10]=[CH:11][C:6]2=[N:5][N:4]=1. The catalyst is [Pd].CO. The product is [F:26][C:2]([F:1])([F:25])[C:3]1[N:7]2[N:8]=[C:9]([N:12]3[CH2:17][CH2:16][N:15]([C:18]([O:20][C:21]([CH3:22])([CH3:24])[CH3:23])=[O:19])[CH2:14][CH2:13]3)[CH2:10][CH2:11][C:6]2=[N:5][N:4]=1. The yield is 0.0900. (4) The reactants are [N:1]1([C:7]2[O:8][C:9]3[CH:15]=[CH:14][CH:13]=[CH:12][C:10]=3[N:11]=2)[CH2:6][CH2:5][NH:4][CH2:3][CH2:2]1.[F:16][C:17]([F:33])([F:32])[C:18]1[O:22][N:21]=[C:20]([C:23]2[CH:24]=[C:25]([CH:29]=[CH:30][CH:31]=2)[C:26](O)=[O:27])[N:19]=1. No catalyst specified. The product is [O:8]1[C:9]2[CH:15]=[CH:14][CH:13]=[CH:12][C:10]=2[N:11]=[C:7]1[N:1]1[CH2:6][CH2:5][N:4]([C:26]([C:25]2[CH:29]=[CH:30][CH:31]=[C:23]([C:20]3[N:19]=[C:18]([C:17]([F:32])([F:16])[F:33])[O:22][N:21]=3)[CH:24]=2)=[O:27])[CH2:3][CH2:2]1. The yield is 0.120. (5) The reactants are [OH-].[Li+].[CH:3]([O:6][C:7]1[CH:8]=[C:9]([CH:23]=[C:24]([O:29][CH:30]([CH3:32])[CH3:31])[C:25]=1[O:26][CH2:27][CH3:28])[C:10]([NH:12][C:13]1[CH:21]=[CH:20][C:16]([C:17]([O-:19])=[O:18])=[C:15]([F:22])[CH:14]=1)=[O:11])([CH3:5])[CH3:4]. The catalyst is C1COCC1. The product is [CH:3]([O:6][C:7]1[CH:8]=[C:9]([CH:23]=[C:24]([O:29][CH:30]([CH3:31])[CH3:32])[C:25]=1[O:26][CH2:27][CH3:28])[C:10]([NH:12][C:13]1[CH:21]=[CH:20][C:16]([C:17]([OH:19])=[O:18])=[C:15]([F:22])[CH:14]=1)=[O:11])([CH3:5])[CH3:4]. The yield is 0.560. (6) The reactants are [N:1]1([C:7]2[C:8]3[N:22]=[N:21][N:20]([CH2:23][CH2:24][N:25]4[CH2:30][CH2:29][NH:28][CH2:27][CH2:26]4)[C:9]=3[N:10]=[C:11]([C:13]3[CH:14]=[C:15]([OH:19])[CH:16]=[CH:17][CH:18]=3)[N:12]=2)[CH2:6][CH2:5][O:4][CH2:3][CH2:2]1.CCN(CC)CC.[F:38][C:39]1[CH:40]=[C:41]([CH:45]=[CH:46][C:47]=1[F:48])[C:42](Cl)=[O:43]. The catalyst is C1COCC1. The product is [F:38][C:39]1[CH:40]=[C:41]([CH:45]=[CH:46][C:47]=1[F:48])[C:42]([N:28]1[CH2:27][CH2:26][N:25]([CH2:24][CH2:23][N:20]2[C:9]3[N:10]=[C:11]([C:13]4[CH:14]=[C:15]([OH:19])[CH:16]=[CH:17][CH:18]=4)[N:12]=[C:7]([N:1]4[CH2:2][CH2:3][O:4][CH2:5][CH2:6]4)[C:8]=3[N:22]=[N:21]2)[CH2:30][CH2:29]1)=[O:43]. The yield is 0.280. (7) The reactants are [F:1][C:2]1[C:3]([OH:11])=[C:4]([CH:7]=[CH:8][C:9]=1[F:10])[C:5]#[N:6].[C:12]([O:16][C:17]([N:19]1[CH2:24][CH2:23][CH:22]([N:25]2[C:29]3=[N:30][CH:31]=[N:32][C:33](Cl)=[C:28]3[CH:27]=[N:26]2)[CH2:21][CH2:20]1)=[O:18])([CH3:15])([CH3:14])[CH3:13].C(=O)([O-])[O-].[K+].[K+].C(=O)([O-])[O-].[Na+].[Na+]. The catalyst is CN(C)C=O. The product is [C:12]([O:16][C:17]([N:19]1[CH2:20][CH2:21][CH:22]([N:25]2[C:29]3=[N:30][CH:31]=[N:32][C:33]([O:11][C:3]4[C:4]([C:5]#[N:6])=[CH:7][CH:8]=[C:9]([F:10])[C:2]=4[F:1])=[C:28]3[CH:27]=[N:26]2)[CH2:23][CH2:24]1)=[O:18])([CH3:15])([CH3:13])[CH3:14]. The yield is 0.170. (8) The reactants are [F:1][C:2]1[CH:7]=[C:6]([F:8])[CH:5]=[CH:4][C:3]=1[N+:9]([O-:11])=[O:10].[Li+].[Cl-].C([Cu])#N.[C:17](Cl)(=[O:24])[C:18]1[CH:23]=[CH:22][CH:21]=[CH:20][CH:19]=1.[NH4+].[Cl-]. The catalyst is C1COCC1. The product is [F:1][C:2]1[C:3]([N+:9]([O-:11])=[O:10])=[CH:4][CH:5]=[C:6]([F:8])[C:7]=1[C:17]([C:18]1[CH:23]=[CH:22][CH:21]=[CH:20][CH:19]=1)=[O:24]. The yield is 0.840. (9) The reactants are [NH2:1][C:2]1[CH:7]=[CH:6][C:5]([CH3:8])=[CH:4][N:3]=1.[Al](Cl)(C)C.[CH3:13][N:14]([CH3:42])[C:15]([C:17]1[O:18][C:19]2[CH:25]=[C:24]([C:26](OCC)=[O:27])[CH:23]=[C:22]([O:31][C:32]3[CH:37]=[CH:36][C:35]([S:38]([CH3:41])(=[O:40])=[O:39])=[CH:34][CH:33]=3)[C:20]=2[CH:21]=1)=[O:16]. The catalyst is ClCCCl. The product is [CH3:13][N:14]([CH3:42])[C:15]([C:17]1[O:18][C:19]2[CH:25]=[C:24]([C:26]([NH:1][C:2]3[CH:7]=[CH:6][C:5]([CH3:8])=[CH:4][N:3]=3)=[O:27])[CH:23]=[C:22]([O:31][C:32]3[CH:37]=[CH:36][C:35]([S:38]([CH3:41])(=[O:40])=[O:39])=[CH:34][CH:33]=3)[C:20]=2[CH:21]=1)=[O:16]. The yield is 0.610.